From a dataset of Reaction yield outcomes from USPTO patents with 853,638 reactions. Predict the reaction yield, written as a fraction of the theoretical maximum amount of product (1.0 means a 100% yield; for example, 0.34 means a 34% yield). (1) The reactants are [O:1]=[C:2]1[CH:7]=[C:6]([CH2:8][C:9]2[C:10](=[O:16])[NH:11][C:12](=[S:15])[NH:13][CH:14]=2)[CH:5]=[CH:4][NH:3]1.[OH-].[K+].[CH3:19]I. The catalyst is C(O)C. The product is [CH3:19][S:15][C:12]1[NH:13][CH:14]=[C:9]([CH2:8][C:6]2[CH:5]=[CH:4][NH:3][C:2](=[O:1])[CH:7]=2)[C:10](=[O:16])[N:11]=1. The yield is 0.482. (2) The reactants are C(OC(=O)[N:7]([C:16]1[S:17][C@:18]2([C:33]3[N:34]=[N:35][NH:36][CH:37]=3)[C@H:20]([C@:21]([C:25]3[CH:30]=[C:29]([Br:31])[CH:28]=[CH:27][C:26]=3[F:32])([CH2:23][F:24])[N:22]=1)[CH2:19]2)COCC[Si](C)(C)C)(C)(C)C.O.C1(C)C=CC(S(O)(=O)=O)=CC=1. The catalyst is C(O)(C)C. The product is [Br:31][C:29]1[CH:28]=[CH:27][C:26]([F:32])=[C:25]([C@:21]2([CH2:23][F:24])[C@H:20]3[C@:18]([C:33]4[N:34]=[N:35][NH:36][CH:37]=4)([CH2:19]3)[S:17][C:16]([NH2:7])=[N:22]2)[CH:30]=1. The yield is 0.610. (3) The yield is 0.440. The catalyst is CN1C(=O)CCC1.CCOC(C)=O.Cl. The product is [CH2:34]([CH:37]1[CH:46]([O:17][C@H:18]2[CH2:22][N:21]([C:23]([O:25][C:26]([CH3:27])([CH3:28])[CH3:29])=[O:24])[C@H:20]([C:30]([O:32][CH3:33])=[O:31])[CH2:19]2)[C:45]23[N:48]=[CH:49][CH:50]=[C:44]2[CH:43]=[CH:42][CH:41]=[C:40]3[N:39]([CH3:51])[CH2:38]1)[CH:35]=[CH2:36]. The reactants are C([O-])([O-])=O.[Cs+].[Cs+].BrC1C=CC(S([O:17][C@@H:18]2[CH2:22][N:21]([C:23]([O:25][C:26]([CH3:29])([CH3:28])[CH3:27])=[O:24])[C@H:20]([C:30]([O:32][CH3:33])=[O:31])[CH2:19]2)(=O)=O)=CC=1.[CH2:34]([CH:37]1[CH:46](O)[C:45]23[N:48]=[CH:49][CH:50]=[C:44]2[CH:43]=[CH:42][CH:41]=[C:40]3[N:39]([CH3:51])[CH2:38]1)[CH:35]=[CH2:36].